This data is from Full USPTO retrosynthesis dataset with 1.9M reactions from patents (1976-2016). The task is: Predict the reactants needed to synthesize the given product. (1) Given the product [CH3:24][O:25][C:26]1[C:31]([C:2]2[N:6]3[N:7]=[C:8]([N:11]4[CH2:15][CH2:14][C@H:13]([N:16]([CH3:23])[C:17](=[O:22])[O:18][CH:19]([CH3:21])[CH3:20])[CH2:12]4)[CH:9]=[CH:10][C:5]3=[N:4][CH:3]=2)=[CH:30][CH:29]=[C:28]([CH3:35])[N:27]=1, predict the reactants needed to synthesize it. The reactants are: Br[C:2]1[N:6]2[N:7]=[C:8]([N:11]3[CH2:15][CH2:14][C@H:13]([N:16]([CH3:23])[C:17](=[O:22])[O:18][CH:19]([CH3:21])[CH3:20])[CH2:12]3)[CH:9]=[CH:10][C:5]2=[N:4][CH:3]=1.[CH3:24][O:25][C:26]1[C:31](B(O)O)=[CH:30][CH:29]=[C:28]([CH3:35])[N:27]=1.[O-]P([O-])([O-])=O.[K+].[K+].[K+].COCCOC. (2) Given the product [Cl:1][C:2]1[CH:3]=[C:4]([CH2:5][OH:6])[CH:7]=[CH:8][C:9]=1[CH2:10][C:11]([OH:29])([CH2:12][C:13]([C:16]1[CH:21]=[C:20]([F:22])[CH:19]=[CH:18][C:17]=1[O:23][CH3:24])([CH3:15])[CH3:14])[C:25]([F:28])([F:27])[F:26], predict the reactants needed to synthesize it. The reactants are: [Cl:1][C:2]1[CH:3]=[C:4]([CH:7]=[CH:8][C:9]=1[CH2:10][C:11]([OH:29])([C:25]([F:28])([F:27])[F:26])[CH2:12][C:13]([C:16]1[CH:21]=[C:20]([F:22])[CH:19]=[CH:18][C:17]=1[O:23][CH3:24])([CH3:15])[CH3:14])[CH:5]=[O:6].[H-].[Al+3].[Li+].[H-].[H-].[H-]. (3) Given the product [CH2:35]([O:34][C:32](=[O:33])[C:31]([O:15][C:12]1[CH:13]=[CH:14][C:9]([O:8][CH2:1][C:2]2[CH:3]=[CH:4][CH:5]=[CH:6][CH:7]=2)=[CH:10][C:11]=1[CH:16]([OH:23])[C:17]1[CH:18]=[CH:19][CH:20]=[CH:21][CH:22]=1)([CH3:38])[CH3:37])[CH3:36], predict the reactants needed to synthesize it. The reactants are: [CH2:1]([O:8][C:9]1[CH:14]=[CH:13][C:12]([OH:15])=[C:11]([CH:16]([OH:23])[C:17]2[CH:22]=[CH:21][CH:20]=[CH:19][CH:18]=2)[CH:10]=1)[C:2]1[CH:7]=[CH:6][CH:5]=[CH:4][CH:3]=1.C([O-])([O-])=O.[Cs+].[Cs+].Br[C:31]([CH3:38])([CH3:37])[C:32]([O:34][CH2:35][CH3:36])=[O:33]. (4) Given the product [Cl:27][C:2]1[S:3][C:4]2[CH:10]=[C:9]([C:11]([O:13][CH3:14])=[O:12])[CH:8]=[C:7]([O:15][CH3:16])[C:5]=2[N:6]=1, predict the reactants needed to synthesize it. The reactants are: N[C:2]1[S:3][C:4]2[CH:10]=[C:9]([C:11]([O:13][CH3:14])=[O:12])[CH:8]=[C:7]([O:15][CH3:16])[C:5]=2[N:6]=1.OP(O)(O)=O.N([O-])=O.[Na+].[Na+].[Cl-:27].